Dataset: Full USPTO retrosynthesis dataset with 1.9M reactions from patents (1976-2016). Task: Predict the reactants needed to synthesize the given product. Given the product [CH3:11][O:12][C:13]1[CH:18]=[C:17]([N:19]=[CH:1][C:3]2[CH:10]=[CH:9][C:6]([C:7]#[N:8])=[CH:5][CH:4]=2)[CH:16]=[CH:15][N:14]=1, predict the reactants needed to synthesize it. The reactants are: [CH:1]([C:3]1[CH:10]=[CH:9][C:6]([C:7]#[N:8])=[CH:5][CH:4]=1)=O.[CH3:11][O:12][C:13]1[CH:18]=[C:17]([NH2:19])[CH:16]=[CH:15][N:14]=1.S([O-])([O-])(=O)=O.[Mg+2].